This data is from Forward reaction prediction with 1.9M reactions from USPTO patents (1976-2016). The task is: Predict the product of the given reaction. (1) The product is: [CH2:24]([O:23][CH:11]([O:10][CH2:8][CH3:9])[CH2:12][CH2:13][CH2:14][CH2:15][CH2:16][CH2:17][CH2:18][CH2:19][CH2:20][C:21]#[C:22][C:1]#[C:2][CH2:3][CH3:4])[CH3:25]. Given the reactants [CH2:1](N)[CH2:2][CH2:3][CH3:4].[BH4-].[Na+].[CH2:8]([O:10][CH:11]([O:23][CH2:24][CH3:25])[CH2:12][CH2:13][CH2:14][CH2:15][CH2:16][CH2:17][CH2:18][CH2:19][CH2:20][C:21]#[CH:22])[CH3:9].BrC#CCC, predict the reaction product. (2) Given the reactants [Si]([O:18][C:19]1[CH:56]=[CH:55][C:22]([O:23][CH2:24][C@@H:25]([OH:54])[CH2:26][NH:27][CH2:28][CH2:29][C:30]2[CH:53]=[CH:52][C:33]([NH:34][CH:35]3[CH2:40][CH2:39][N:38]([C:41]([O:43][CH2:44][C:45]4[CH:50]=[CH:49][C:48]([F:51])=[CH:47][CH:46]=4)=[O:42])[CH2:37][CH2:36]3)=[CH:32][CH:31]=2)=[CH:21][CH:20]=1)(C(C)(C)C)(C1C=CC=CC=1)C1C=CC=CC=1, predict the reaction product. The product is: [F:51][C:48]1[CH:47]=[CH:46][C:45]([CH2:44][O:43][C:41]([N:38]2[CH2:37][CH2:36][CH:35]([NH:34][C:33]3[CH:52]=[CH:53][C:30]([CH2:29][CH2:28][NH:27][CH2:26][C@H:25]([OH:54])[CH2:24][O:23][C:22]4[CH:21]=[CH:20][C:19]([OH:18])=[CH:56][CH:55]=4)=[CH:31][CH:32]=3)[CH2:40][CH2:39]2)=[O:42])=[CH:50][CH:49]=1.